From a dataset of Catalyst prediction with 721,799 reactions and 888 catalyst types from USPTO. Predict which catalyst facilitates the given reaction. Reactant: F[C:2]1[CH:7]=[C:6]([C:8]([F:11])([F:10])[F:9])[CH:5]=[CH:4][C:3]=1[C:12]1[C:21]2[C:16](=[CH:17][C:18]([S:22]([NH:25][C:26]3[S:27][CH:28]=[CH:29][N:30]=3)(=[O:24])=[O:23])=[CH:19][CH:20]=2)[CH:15]=[CH:14][N:13]=1.[NH:31]1[CH:35]=[CH:34][N:33]=[CH:32]1.CC(C)([O-])C.[K+].CN(C=O)C. Product: [N:31]1([C:2]2[CH:7]=[C:6]([C:8]([F:11])([F:10])[F:9])[CH:5]=[CH:4][C:3]=2[C:12]2[C:21]3[C:16](=[CH:17][C:18]([S:22]([NH:25][C:26]4[S:27][CH:28]=[CH:29][N:30]=4)(=[O:23])=[O:24])=[CH:19][CH:20]=3)[CH:15]=[CH:14][N:13]=2)[CH:35]=[CH:34][N:33]=[CH:32]1. The catalyst class is: 13.